Dataset: NCI-60 drug combinations with 297,098 pairs across 59 cell lines. Task: Regression. Given two drug SMILES strings and cell line genomic features, predict the synergy score measuring deviation from expected non-interaction effect. Drug 1: CC1=C(C(CCC1)(C)C)C=CC(=CC=CC(=CC(=O)O)C)C. Drug 2: C1C(C(OC1N2C=NC(=NC2=O)N)CO)O. Cell line: U251. Synergy scores: CSS=-0.232, Synergy_ZIP=-0.275, Synergy_Bliss=-1.43, Synergy_Loewe=-2.26, Synergy_HSA=-1.53.